From a dataset of Full USPTO retrosynthesis dataset with 1.9M reactions from patents (1976-2016). Predict the reactants needed to synthesize the given product. (1) Given the product [Br:1][C:2]1[C:10]2[S:9][C:8]([C:11]#[N:13])=[CH:7][C:6]=2[C:5]([F:14])=[CH:4][CH:3]=1, predict the reactants needed to synthesize it. The reactants are: [Br:1][C:2]1[C:10]2[S:9][C:8]([C:11]([NH2:13])=O)=[CH:7][C:6]=2[C:5]([F:14])=[CH:4][CH:3]=1.CS(Cl)(=O)=O.O. (2) Given the product [ClH:11].[CH3:2][N:3]1[CH2:8][CH2:7][N:6]([C:9]([N:14]2[CH2:19][CH2:18][C:17](=[O:13])[CH2:16][CH2:15]2)=[O:10])[CH2:5][CH2:4]1, predict the reactants needed to synthesize it. The reactants are: Cl.[CH3:2][N:3]1[CH2:8][CH2:7][N:6]([C:9]([Cl:11])=[O:10])[CH2:5][CH2:4]1.Cl.[OH2:13].[NH:14]1[CH2:19][CH2:18][CH2:17][CH2:16][C:15]1=O.C(N(CC)CC)C.